Predict the product of the given reaction. From a dataset of Forward reaction prediction with 1.9M reactions from USPTO patents (1976-2016). (1) Given the reactants [CH3:1][O:2][C:3]1[CH:8]=[CH:7][C:6]([NH:9][CH2:10][C:11]([NH:13][NH2:14])=O)=[CH:5][CH:4]=1.[CH2:15]([N:21]=[C:22]=[S:23])[CH2:16][CH2:17][CH2:18][CH2:19][CH3:20], predict the reaction product. The product is: [CH2:15]([N:21]1[C:11]([CH2:10][NH:9][C:6]2[CH:7]=[CH:8][C:3]([O:2][CH3:1])=[CH:4][CH:5]=2)=[N:13][NH:14][C:22]1=[S:23])[CH2:16][CH2:17][CH2:18][CH2:19][CH3:20]. (2) Given the reactants [F:1][C:2]1[CH:7]=[CH:6][CH:5]=[CH:4][C:3]=1[C:8]1[C:9]2[C@@H:10]3[CH2:28][CH2:27][N:26](C(OC(C)(C)C)=O)[CH2:25][CH2:24][C@@H:11]3[N:12](C(OC(C)(C)C)=O)[C:13]=2[CH:14]=[CH:15][CH:16]=1.[ClH:36], predict the reaction product. The product is: [ClH:36].[ClH:36].[F:1][C:2]1[CH:7]=[CH:6][CH:5]=[CH:4][C:3]=1[C:8]1[C:9]2[C@@H:10]3[CH2:28][CH2:27][NH:26][CH2:25][CH2:24][C@@H:11]3[NH:12][C:13]=2[CH:14]=[CH:15][CH:16]=1. (3) Given the reactants O=P(Cl)(Cl)[Cl:3].[CH2:6]([O:13][C:14]([N:16]1[CH2:25][CH2:24][C:23]2[C:22](O)=[N:21][C:20]([S:27][CH3:28])=[N:19][C:18]=2[CH2:17]1)=[O:15])[C:7]1[CH:12]=[CH:11][CH:10]=[CH:9][CH:8]=1, predict the reaction product. The product is: [CH2:6]([O:13][C:14]([N:16]1[CH2:25][CH2:24][C:23]2[C:22]([Cl:3])=[N:21][C:20]([S:27][CH3:28])=[N:19][C:18]=2[CH2:17]1)=[O:15])[C:7]1[CH:12]=[CH:11][CH:10]=[CH:9][CH:8]=1. (4) Given the reactants [CH3:1][N:2]([C:4]([N:6]=[C:7]([NH2:9])[NH2:8])=[NH:5])[CH3:3].Cl.[OH-].[Na+], predict the reaction product. The product is: [CH3:1][N:2]([C:4]([NH:6][C:7]([NH2:9])=[NH:8])=[NH:5])[CH3:3]. (5) Given the reactants F[C:2]1[N:7]2[CH:8]=[C:9]([CH2:11][N:12]3[C@H:25]4[C@H:16]([CH2:17][CH2:18][C:19]5[C:24]4=[N:23][CH:22]=[CH:21][CH:20]=5)[CH2:15][CH2:14][CH2:13]3)[N:10]=[C:6]2[CH:5]=[CH:4][CH:3]=1.[CH3:26][NH:27][CH:28]1[CH2:32][CH2:31][N:30]([CH3:33])[CH2:29]1, predict the reaction product. The product is: [N:12]1([CH2:11][C:9]2[N:10]=[C:6]3[CH:5]=[CH:4][CH:3]=[C:2]([N:27]([CH3:26])[CH:28]4[CH2:32][CH2:31][N:30]([CH3:33])[CH2:29]4)[N:7]3[CH:8]=2)[C@H:25]2[C@H:16]([CH2:17][CH2:18][C:19]3[C:24]2=[N:23][CH:22]=[CH:21][CH:20]=3)[CH2:15][CH2:14][CH2:13]1. (6) Given the reactants [F:1][C:2]([F:15])([F:14])[CH2:3][O:4][C:5]1[CH:10]=[CH:9][CH:8]=[CH:7][C:6]=1[N+:11]([O-])=O.[H][H], predict the reaction product. The product is: [F:1][C:2]([F:14])([F:15])[CH2:3][O:4][C:5]1[CH:10]=[CH:9][CH:8]=[CH:7][C:6]=1[NH2:11].